Dataset: Forward reaction prediction with 1.9M reactions from USPTO patents (1976-2016). Task: Predict the product of the given reaction. The product is: [NH2:1][C:2]1[C:3]2[N:11]=[C:10]([C:12]3[CH:13]=[C:14]([CH:18]=[C:19]([F:21])[CH:20]=3)[C:15]([NH:30][CH2:29][CH2:28][N:25]3[CH2:26][CH2:27][O:22][CH2:23][CH2:24]3)=[O:17])[CH:9]=[CH:8][C:4]=2[N:5]=[CH:6][N:7]=1. Given the reactants [NH2:1][C:2]1[C:3]2[N:11]=[C:10]([C:12]3[CH:13]=[C:14]([CH:18]=[C:19]([F:21])[CH:20]=3)[C:15]([OH:17])=O)[CH:9]=[CH:8][C:4]=2[N:5]=[CH:6][N:7]=1.[O:22]1[CH2:27][CH2:26][N:25]([CH2:28][CH2:29][NH2:30])[CH2:24][CH2:23]1.CN(C(ON1N=NC2C=CC=NC1=2)=[N+](C)C)C.F[P-](F)(F)(F)(F)F.CCN(C(C)C)C(C)C, predict the reaction product.